Dataset: Full USPTO retrosynthesis dataset with 1.9M reactions from patents (1976-2016). Task: Predict the reactants needed to synthesize the given product. (1) The reactants are: [C@H:1]12[CH2:6][C@H:5]1[CH2:4][NH:3][C@@H:2]2[CH2:7][NH:8][C:9]([C:11]1[N:18]2[C:14]([S:15][CH:16]=[CH:17]2)=[N:13][C:12]=1[CH3:19])=[O:10].[CH3:20][C:21]1[N:26]=[C:25]([C:27]2[CH:32]=[CH:31][CH:30]=[CH:29][CH:28]=2)[C:24]([C:33](O)=[O:34])=[CH:23][N:22]=1. Given the product [CH3:20][C:21]1[N:26]=[C:25]([C:27]2[CH:32]=[CH:31][CH:30]=[CH:29][CH:28]=2)[C:24]([C:33]([N:3]2[CH2:4][C@H:5]3[C@H:1]([CH2:6]3)[C@H:2]2[CH2:7][NH:8][C:9]([C:11]2[N:18]3[C:14]([S:15][CH:16]=[CH:17]3)=[N:13][C:12]=2[CH3:19])=[O:10])=[O:34])=[CH:23][N:22]=1, predict the reactants needed to synthesize it. (2) Given the product [CH3:16][O:15][C:12]1[CH:13]=[CH:14][C:9]([N:8]2[CH:3]=[CH:4][N:5]([C:17]3[CH:18]=[CH:19][C:20]([O:23][C:24]4[CH:25]=[CH:26][CH:27]=[CH:28][CH:29]=4)=[CH:21][CH:22]=3)[C:6]2=[O:7])=[CH:10][CH:11]=1, predict the reactants needed to synthesize it. The reactants are: CO[CH:3](OC)[CH2:4][N:5]([C:17]1[CH:22]=[CH:21][C:20]([O:23][C:24]2[CH:29]=[CH:28][CH:27]=[CH:26][CH:25]=2)=[CH:19][CH:18]=1)[C:6]([NH:8][C:9]1[CH:14]=[CH:13][C:12]([O:15][CH3:16])=[CH:11][CH:10]=1)=[O:7].C(=O)([O-])[O-].[Na+].[Na+]. (3) Given the product [Br:1][C:2]1[CH:7]=[CH:6][CH:5]=[C:4]([O:22][CH2:21][C:17]2[CH:18]=[CH:19][CH:20]=[C:15]([F:14])[CH:16]=2)[N:3]=1, predict the reactants needed to synthesize it. The reactants are: [Br:1][C:2]1[CH:7]=[CH:6][CH:5]=[C:4](F)[N:3]=1.CN(C=O)C.[F:14][C:15]1[CH:16]=[C:17]([CH2:21][OH:22])[CH:18]=[CH:19][CH:20]=1.C(=O)([O-])[O-].[Cs+].[Cs+]. (4) Given the product [NH2:1][C:2]1[C:3]2[N:4]([C:8]([C@@H:30]3[O:35][CH2:34][CH2:33][N:32]([CH2:37][CH2:38][O:39][CH3:40])[CH2:31]3)=[N:9][C:10]=2[C:11]2[CH:12]=[CH:13][C:14]([C:15]([NH:17][C:18]3[CH:23]=[C:22]([C:24]([F:26])([F:25])[F:27])[CH:21]=[CH:20][N:19]=3)=[O:16])=[CH:28][CH:29]=2)[CH:5]=[CH:6][N:7]=1.[NH2:1][C:2]1[C:3]2[N:4]([C:8]([C@@H:30]3[O:35][CH2:34][CH2:33][N:32]([CH2:37][CH2:38][OH:39])[CH2:31]3)=[N:9][C:10]=2[C:11]2[CH:12]=[CH:13][C:14]([C:15]([NH:17][C:18]3[CH:23]=[C:22]([C:24]([F:26])([F:25])[F:27])[CH:21]=[CH:20][N:19]=3)=[O:16])=[CH:28][CH:29]=2)[CH:5]=[CH:6][N:7]=1, predict the reactants needed to synthesize it. The reactants are: [NH2:1][C:2]1[C:3]2[N:4]([C:8]([C@@H:30]3[O:35][CH2:34][CH2:33][NH:32][CH2:31]3)=[N:9][C:10]=2[C:11]2[CH:29]=[CH:28][C:14]([C:15]([NH:17][C:18]3[CH:23]=[C:22]([C:24]([F:27])([F:26])[F:25])[CH:21]=[CH:20][N:19]=3)=[O:16])=[CH:13][CH:12]=2)[CH:5]=[CH:6][N:7]=1.Br[CH2:37][CH2:38][O:39][CH3:40].C(N(C(C)C)C(C)C)C.